Dataset: Full USPTO retrosynthesis dataset with 1.9M reactions from patents (1976-2016). Task: Predict the reactants needed to synthesize the given product. (1) Given the product [CH2:3]([N:10]1[CH2:15][CH2:14][CH:13]([N:16]2[CH2:21][CH2:20][CH2:19][CH:18]([C:22]([N:25]3[CH2:29][CH2:28][CH2:27][CH2:26]3)=[O:23])[CH2:17]2)[CH2:12][CH2:11]1)[C:4]1[CH:9]=[CH:8][CH:7]=[CH:6][CH:5]=1, predict the reactants needed to synthesize it. The reactants are: Cl.Cl.[CH2:3]([N:10]1[CH2:15][CH2:14][CH:13]([N:16]2[CH2:21][CH2:20][CH2:19][CH:18]([C:22](O)=[O:23])[CH2:17]2)[CH2:12][CH2:11]1)[C:4]1[CH:9]=[CH:8][CH:7]=[CH:6][CH:5]=1.[NH:25]1[CH2:29][CH2:28][CH2:27][CH2:26]1. (2) Given the product [C:1]1([C:7]2[N:12]=[C:11]3[N:13]([CH2:17][CH2:18][CH2:19][CH2:20][CH2:21][CH2:22][C:23]([OH:25])=[O:24])[CH2:14][CH2:15][CH2:16][C:10]3=[N:9][C:8]=2[C:28]2[CH:29]=[CH:30][C:31]([CH3:34])=[CH:32][CH:33]=2)[CH:2]=[CH:3][CH:4]=[CH:5][CH:6]=1, predict the reactants needed to synthesize it. The reactants are: [C:1]1([C:7]2[N:12]=[C:11]3[N:13]([CH2:17][CH2:18][CH2:19][CH2:20][CH2:21][CH2:22][C:23]([O:25]CC)=[O:24])[CH2:14][CH2:15][CH2:16][C:10]3=[N:9][C:8]=2[C:28]2[CH:33]=[CH:32][C:31]([CH3:34])=[CH:30][CH:29]=2)[CH:6]=[CH:5][CH:4]=[CH:3][CH:2]=1.